This data is from CYP1A2 inhibition data for predicting drug metabolism from PubChem BioAssay. The task is: Regression/Classification. Given a drug SMILES string, predict its absorption, distribution, metabolism, or excretion properties. Task type varies by dataset: regression for continuous measurements (e.g., permeability, clearance, half-life) or binary classification for categorical outcomes (e.g., BBB penetration, CYP inhibition). Dataset: cyp1a2_veith. The drug is COc1ccc(/C=N/NC(=O)CCc2ccccc2)cc1O. The result is 1 (inhibitor).